This data is from Forward reaction prediction with 1.9M reactions from USPTO patents (1976-2016). The task is: Predict the product of the given reaction. (1) The product is: [C:1]([O:5][C:6]([N:8]1[CH2:13][CH:12]=[C:11]([C:14]2[N:23]([S:24]([C:27]3[CH:32]=[CH:31][CH:30]=[CH:29][CH:28]=3)(=[O:26])=[O:25])[C:17]3[N:18]=[CH:19][N:20]=[C:21]([NH:33][C:34]4[CH:35]=[C:36]5[C:40](=[CH:41][CH:42]=4)[NH:39][CH:38]=[CH:37]5)[C:16]=3[CH:15]=2)[CH2:10][CH2:9]1)=[O:7])([CH3:4])([CH3:3])[CH3:2]. Given the reactants [C:1]([O:5][C:6]([N:8]1[CH2:13][CH:12]=[C:11]([C:14]2[N:23]([S:24]([C:27]3[CH:32]=[CH:31][CH:30]=[CH:29][CH:28]=3)(=[O:26])=[O:25])[C:17]3[N:18]=[CH:19][N:20]=[C:21](Cl)[C:16]=3[CH:15]=2)[CH2:10][CH2:9]1)=[O:7])([CH3:4])([CH3:3])[CH3:2].[NH2:33][C:34]1[CH:35]=[C:36]2[C:40](=[CH:41][CH:42]=1)[NH:39][CH:38]=[CH:37]2, predict the reaction product. (2) Given the reactants C1(P(C2C=CC=CC=2)C2C3OC4C(=CC=CC=4P(C4C=CC=CC=4)C4C=CC=CC=4)C(C)(C)C=3C=CC=2)C=CC=CC=1.C1(OC)C=CC=CC=1.[NH2:51][C:52]1[C:57]([Br:58])=[CH:56][C:55]([CH3:59])=[CH:54][N:53]=1.I[C:61]1[CH:68]=[CH:67][C:64]([C:65]#[N:66])=[CH:63][CH:62]=1.C(=O)([O-])[O-].[Cs+].[Cs+], predict the reaction product. The product is: [Br:58][C:57]1[C:52]([NH:51][C:61]2[CH:68]=[CH:67][C:64]([C:65]#[N:66])=[CH:63][CH:62]=2)=[N:53][CH:54]=[C:55]([CH3:59])[CH:56]=1. (3) Given the reactants [F:1][CH2:2][C@@H:3]([OH:9])[C@@H:4]([C:6]([OH:8])=[O:7])[NH2:5].[C:10](=[O:13])([O-])[O-:11].[Na+].[Na+].C(N1C(=O)CC([O:25][CH2:26][C:27]2[CH:32]=[CH:31][CH:30]=[CH:29][CH:28]=2)C1=O)(O)=O, predict the reaction product. The product is: [C:10]([N:5]([O:25][CH2:26][C:27]1[CH:32]=[CH:31][CH:30]=[CH:29][CH:28]=1)[C@H:4]([C:6]([OH:8])=[O:7])[C@@H:3]([CH2:2][F:1])[OH:9])([OH:11])=[O:13]. (4) Given the reactants CC1(C)C2C(=C(P(C3C=CC=CC=3)C3C=CC=CC=3)C=CC=2)OC2C(P(C3C=CC=CC=3)C3C=CC=CC=3)=CC=CC1=2.[NH2:43][C:44]1[N:49]=[C:48]([NH:50][C@H:51]2[CH2:56][CH2:55][CH2:54][CH2:53][C@H:52]2[NH:57][C:58](=[O:64])[O:59][C:60]([CH3:63])([CH3:62])[CH3:61])[C:47]([Cl:65])=[CH:46][C:45]=1[C:66]([NH:68][C:69]([C:72]1[CH:77]=[CH:76][CH:75]=[CH:74][CH:73]=1)([CH3:71])[CH3:70])=[O:67].C(=O)([O-])[O-].[Cs+].[Cs+].Br[C:85]1[CH:86]=[N:87][CH:88]=[C:89]([CH3:91])[CH:90]=1, predict the reaction product. The product is: [Cl:65][C:47]1[C:48]([NH:50][C@H:51]2[CH2:56][CH2:55][CH2:54][CH2:53][C@H:52]2[NH:57][C:58](=[O:64])[O:59][C:60]([CH3:63])([CH3:61])[CH3:62])=[N:49][C:44]([NH:43][C:85]2[CH:86]=[N:87][CH:88]=[C:89]([CH3:91])[CH:90]=2)=[C:45]([C:66]([NH:68][C:69]([C:72]2[CH:73]=[CH:74][CH:75]=[CH:76][CH:77]=2)([CH3:70])[CH3:71])=[O:67])[CH:46]=1. (5) Given the reactants Br[C:2]1[CH:12]=[CH:11][C:5]2[NH:6][C:7](=[O:10])[CH2:8][O:9][C:4]=2[CH:3]=1.C([Sn](CCCC)(CCCC)[C:18]([O:20]CC)=[CH2:19])CCC, predict the reaction product. The product is: [C:18]([C:2]1[CH:12]=[CH:11][C:5]2[NH:6][C:7](=[O:10])[CH2:8][O:9][C:4]=2[CH:3]=1)(=[O:20])[CH3:19].